Dataset: Peptide-MHC class I binding affinity with 185,985 pairs from IEDB/IMGT. Task: Regression. Given a peptide amino acid sequence and an MHC pseudo amino acid sequence, predict their binding affinity value. This is MHC class I binding data. (1) The peptide sequence is FRELNRVTQDF. The MHC is Mamu-B08 with pseudo-sequence Mamu-B08. The binding affinity (normalized) is 0.308. (2) The peptide sequence is QQQQQQQQQK. The MHC is HLA-A31:01 with pseudo-sequence HLA-A31:01. The binding affinity (normalized) is 0.0711. (3) The binding affinity (normalized) is 0.356. The peptide sequence is IETLMLLALI. The MHC is HLA-B44:03 with pseudo-sequence HLA-B44:03.